From a dataset of Forward reaction prediction with 1.9M reactions from USPTO patents (1976-2016). Predict the product of the given reaction. (1) Given the reactants S(=O)(=O)(O)O.[NH2:6][C:7]1[C:16]2[N:17]=[C:18]([CH2:42][CH2:43][CH2:44][CH3:45])[N:19]([CH2:20][CH2:21][CH2:22][N:23]([CH2:31][C:32]3[CH:37]=[CH:36][C:35]([CH2:38][C:39]([OH:41])=[O:40])=[CH:34][CH:33]=3)[CH:24]3[CH2:29][CH2:28][N:27]([CH3:30])[CH2:26][CH2:25]3)[C:15]=2[C:14]2[CH:13]=[CH:12][CH:11]=[CH:10][C:9]=2[N:8]=1.[CH3:46]O, predict the reaction product. The product is: [NH2:6][C:7]1[C:16]2[N:17]=[C:18]([CH2:42][CH2:43][CH2:44][CH3:45])[N:19]([CH2:20][CH2:21][CH2:22][N:23]([CH2:31][C:32]3[CH:33]=[CH:34][C:35]([CH2:38][C:39]([O:41][CH3:46])=[O:40])=[CH:36][CH:37]=3)[CH:24]3[CH2:25][CH2:26][N:27]([CH3:30])[CH2:28][CH2:29]3)[C:15]=2[C:14]2[CH:13]=[CH:12][CH:11]=[CH:10][C:9]=2[N:8]=1. (2) Given the reactants [Si]([O:8][C:9]1[CH:10]=[C:11]([CH:15]2[CH:19]=[C:18]([C:20]3[CH:25]=[C:24]([Cl:26])[CH:23]=[CH:22][C:21]=3[F:27])[CH2:17][N:16]2[C:28](=[O:40])[C:29]([NH:32]C(=O)OC(C)(C)C)([CH3:31])[CH3:30])[CH:12]=[CH:13][CH:14]=1)(C(C)(C)C)(C)C.FC(F)(F)C(O)=O.C(=O)([O-])[O-].[K+].[K+].O, predict the reaction product. The product is: [Cl:26][C:24]1[CH:23]=[CH:22][C:21]([F:27])=[C:20]([C:18]2[CH2:17][N:16]([C:28](=[O:40])[C:29]([CH3:31])([CH3:30])[NH2:32])[CH:15]([C:11]3[CH:12]=[CH:13][CH:14]=[C:9]([OH:8])[CH:10]=3)[CH:19]=2)[CH:25]=1. (3) Given the reactants [CH2:1]([O:3][C:4]([C:6]1[NH:10][C:9]2[CH:11]=[C:12](Br)[S:13][C:8]=2[CH:7]=1)=[O:5])[CH3:2].C[Si](C)(C)N[Si](C)(C)C.[CH3:24][C:25]1[S:29][C:28]([Sn](CCCC)(CCCC)CCCC)=[CH:27][CH:26]=1.C([O-])([O-])=O.[Na+].[Na+], predict the reaction product. The product is: [CH2:1]([O:3][C:4]([C:6]1[NH:10][C:9]2[CH:11]=[C:12]([C:28]3[S:29][C:25]([CH3:24])=[CH:26][CH:27]=3)[S:13][C:8]=2[CH:7]=1)=[O:5])[CH3:2]. (4) Given the reactants [CH2:1]([O:8][C:9]([NH:11][C@H:12]([C:16]([O:18][C:19]1[CH:29]=[CH:28][C:22]([C:23]([O:25][CH2:26]Cl)=[O:24])=[CH:21][CH:20]=1)=[O:17])[CH:13]([CH3:15])[CH3:14])=[O:10])[C:2]1[CH:7]=[CH:6][CH:5]=[CH:4][CH:3]=1.[I-:30], predict the reaction product. The product is: [CH2:1]([O:8][C:9]([NH:11][C@H:12]([C:16]([O:18][C:19]1[CH:29]=[CH:28][C:22]([C:23]([O:25][CH2:26][I:30])=[O:24])=[CH:21][CH:20]=1)=[O:17])[CH:13]([CH3:15])[CH3:14])=[O:10])[C:2]1[CH:7]=[CH:6][CH:5]=[CH:4][CH:3]=1.